This data is from Catalyst prediction with 721,799 reactions and 888 catalyst types from USPTO. The task is: Predict which catalyst facilitates the given reaction. (1) Reactant: C([O:8][C:9]1[CH:14]=[C:13]([C@@:15]2([O:51]C)[CH2:20][CH2:19][N:18]([C:21]([O:23][C:24]([CH3:27])([CH3:26])[CH3:25])=[O:22])[CH2:17][C@@H:16]2[C:28]([N:30]([CH:48]2[CH2:50][CH2:49]2)[CH2:31][C:32]2[CH:37]=[C:36]([CH2:38][CH2:39][CH2:40][O:41][CH3:42])[CH:35]=[C:34]([O:43][CH2:44][CH2:45][O:46][CH3:47])[CH:33]=2)=[O:29])[CH:12]=[CH:11][N:10]=1)C1C=CC=CC=1.C(O)(=O)C. Product: [CH:48]1([N:30]([CH2:31][C:32]2[CH:37]=[C:36]([CH2:38][CH2:39][CH2:40][O:41][CH3:42])[CH:35]=[C:34]([O:43][CH2:44][CH2:45][O:46][CH3:47])[CH:33]=2)[C:28]([C@@H:16]2[C@@:15]([OH:51])([C:13]3[CH:12]=[CH:11][NH:10][C:9](=[O:8])[CH:14]=3)[CH2:20][CH2:19][N:18]([C:21]([O:23][C:24]([CH3:26])([CH3:27])[CH3:25])=[O:22])[CH2:17]2)=[O:29])[CH2:50][CH2:49]1. The catalyst class is: 99. (2) Reactant: ClC1C=C(C=C(C(O)(C)C)C=1)C=O.C(O)(=O)CC(O)=O.C([O-])(=O)C.[NH4+:25].[Cl:26][C:27]1[CH:28]=[C:29]([CH:37]=[CH:38][C:39]([OH:41])=[O:40])[CH:30]=[C:31]([C:33]([OH:36])([CH3:35])[CH3:34])[CH:32]=1. Product: [NH2:25][CH:37]([C:29]1[CH:30]=[C:31]([C:33]([OH:36])([CH3:35])[CH3:34])[CH:32]=[C:27]([Cl:26])[CH:28]=1)[CH2:38][C:39]([OH:41])=[O:40]. The catalyst class is: 32. (3) Reactant: C([O:8][C:9]1[CH:14]=[C:13]([F:15])[C:12]([Cl:16])=[CH:11][C:10]=1[C:17]1[N:21](COCC[Si](C)(C)C)[N:20]=[C:19]([CH3:30])[C:18]=1[C:31]1[CH:36]=[CH:35][C:34]([O:37][CH3:38])=[CH:33][CH:32]=1)C1C=CC=CC=1.B(Cl)(Cl)Cl.C([O-])(O)=O.[Na+]. Product: [Cl:16][C:12]1[C:13]([F:15])=[CH:14][C:9]([OH:8])=[C:10]([C:17]2[NH:21][N:20]=[C:19]([CH3:30])[C:18]=2[C:31]2[CH:32]=[CH:33][C:34]([O:37][CH3:38])=[CH:35][CH:36]=2)[CH:11]=1. The catalyst class is: 4. (4) Reactant: BrCC[N:4]1[C:8](=[O:9])[C:7]2=[CH:10][CH:11]=[CH:12][CH:13]=[C:6]2[C:5]1=[O:14].C(NCC1C=CC=CC=1)C.C(=O)([O-])[O-].[K+].[K+].Cl. Product: [C:8]1(=[O:9])[NH:4][C:5](=[O:14])[C:6]2=[CH:13][CH:12]=[CH:11][CH:10]=[C:7]12. The catalyst class is: 695. (5) Reactant: Cl.C([O:5][C:6]1[CH:11]=[CH:10][CH:9]=[C:8]([C:12](=[O:23])[NH:13][C:14]2[S:15][C:16]([S:19]([CH3:22])(=[O:21])=[O:20])=[CH:17][N:18]=2)[CH:7]=1)(=O)C. Product: [OH:5][C:6]1[CH:7]=[C:8]([CH:9]=[CH:10][CH:11]=1)[C:12]([NH:13][C:14]1[S:15][C:16]([S:19]([CH3:22])(=[O:21])=[O:20])=[CH:17][N:18]=1)=[O:23]. The catalyst class is: 7. (6) Reactant: O=[O+][O-].[NH2:4][C:5]1[C:10]([CH2:11][C:12](C)=[CH2:13])=[C:9]([C:15]([O:17][CH3:18])=[O:16])[N:8]=[C:7]([CH:19]2[CH2:21][CH2:20]2)[N:6]=1. Product: [CH:19]1([C:7]2[N:8]=[C:9]([C:15]([O:17][CH3:18])=[O:16])[C:10]3[CH:11]=[C:12]([CH3:13])[NH:4][C:5]=3[N:6]=2)[CH2:21][CH2:20]1. The catalyst class is: 4. (7) Reactant: [Br:1][C:2]1[CH:7]=[C:6]([C:8](=[N:16][NH:17]C(OC(C)(C)C)=O)[CH:9]([O:13][CH2:14][CH3:15])[O:10][CH2:11][CH3:12])[C:5](F)=[CH:4][N:3]=1.[H-].[Na+].CCOC(C)=O. The catalyst class is: 1. Product: [Br:1][C:2]1[CH:7]=[C:6]2[C:8]([CH:9]([O:13][CH2:14][CH3:15])[O:10][CH2:11][CH3:12])=[N:16][NH:17][C:5]2=[CH:4][N:3]=1.